Dataset: Forward reaction prediction with 1.9M reactions from USPTO patents (1976-2016). Task: Predict the product of the given reaction. (1) Given the reactants Cl.[NH2:2][C:3]1[N:8]=[C:7]([S:9][CH2:10][C:11]2[CH:16]=[CH:15][CH:14]=[C:13]([CH2:17][N:18]3[CH2:23][CH2:22][NH:21][CH2:20][CH2:19]3)[N:12]=2)[N:6]=[C:5]([C:24]2[CH:29]=[CH:28][C:27]([NH:30][C:31](=[O:33])[CH3:32])=[CH:26][CH:25]=2)[C:4]=1[C:34]#[N:35].[C:36](O)(=[O:43])[C:37]1[CH:42]=[CH:41][CH:40]=[CH:39][CH:38]=1.C1C=CC2N(O)N=NC=2C=1.CCN=C=NCCCN(C)C, predict the reaction product. The product is: [NH2:2][C:3]1[N:8]=[C:7]([S:9][CH2:10][C:11]2[CH:16]=[CH:15][CH:14]=[C:13]([CH2:17][N:18]3[CH2:19][CH2:20][N:21]([C:36](=[O:43])[C:37]4[CH:42]=[CH:41][CH:40]=[CH:39][CH:38]=4)[CH2:22][CH2:23]3)[N:12]=2)[N:6]=[C:5]([C:24]2[CH:29]=[CH:28][C:27]([NH:30][C:31](=[O:33])[CH3:32])=[CH:26][CH:25]=2)[C:4]=1[C:34]#[N:35]. (2) Given the reactants [C:1]([NH:4][C:5]1[CH:13]=[CH:12][C:8]([C:9]([OH:11])=[O:10])=[C:7]([OH:14])[CH:6]=1)(=[O:3])[CH3:2].C1CCC(N=C=NC2CCCCC2)CC1.[CH2:30]([N:32]([CH2:35][CH2:36]O)[CH2:33][CH3:34])[CH3:31], predict the reaction product. The product is: [CH2:30]([N:32]([CH2:35][CH2:36][O:10][C:9](=[O:11])[C:8]1[CH:12]=[CH:13][C:5]([NH:4][C:1](=[O:3])[CH3:2])=[CH:6][C:7]=1[OH:14])[CH2:33][CH3:34])[CH3:31]. (3) The product is: [O:51]1[CH:52]=[CH:53][C:49]([NH:48][C:44]([NH:18][C:17]2[CH:16]=[CH:15][C:14]([C:12]3[N:13]=[C:8]([N:7]4[CH2:6][CH2:5][O:4][CH2:3][C@@H:2]4[CH3:1])[C:9]4[CH2:24][CH2:23][N:22]([C:25]5[CH:30]=[CH:29][N:28]=[CH:27][N:26]=5)[CH2:21][C:10]=4[N:11]=3)=[CH:20][CH:19]=2)=[O:45])=[N:50]1. Given the reactants [CH3:1][C@@H:2]1[N:7]([C:8]2[C:9]3[CH2:24][CH2:23][N:22]([C:25]4[CH:30]=[CH:29][N:28]=[CH:27][N:26]=4)[CH2:21][C:10]=3[N:11]=[C:12]([C:14]3[CH:20]=[CH:19][C:17]([NH2:18])=[CH:16][CH:15]=3)[N:13]=2)[CH2:6][CH2:5][O:4][CH2:3]1.O1CCOCC1.C(N(CC)CC)C.[C:44](Cl)(Cl)=[O:45].[NH2:48][C:49]1[CH:53]=[CH:52][O:51][N:50]=1, predict the reaction product. (4) Given the reactants [O:1]1[CH:5]=[CH:4][CH:3]=[C:2]1[CH2:6][O:7][CH2:8][CH2:9][CH2:10][CH2:11][CH2:12][CH2:13][CH2:14][CH2:15][CH2:16][CH2:17][CH2:18][OH:19].[O:20]=[C:21]1[CH:25]=[CH:24][C:23](=[O:26])[N:22]1[CH2:27][CH2:28][CH2:29][O:30][C:31](=[O:35])[C:32]([CH3:34])=[CH2:33], predict the reaction product. The product is: [O:26]=[C:23]1[N:22]([CH2:27][CH2:28][CH2:29][O:30][C:31](=[O:35])[C:32]([CH3:34])=[CH2:33])[C:21](=[O:20])[CH:25]2[CH:24]1[C:2]1([CH2:6][O:7][CH2:8][CH2:9][CH2:10][CH2:11][CH2:12][CH2:13][CH2:14][CH2:15][CH2:16][CH2:17][CH2:18][OH:19])[O:1][CH:5]2[CH:4]=[CH:3]1. (5) Given the reactants CC1(C)C(C)(C)OB([C:9]2[CH:19]=[CH:18][C:12]([O:13][CH2:14][CH2:15][CH2:16][OH:17])=[C:11]([C:20]([F:23])([F:22])[F:21])[CH:10]=2)O1.[NH2:25][C:26]1[C:27]([C:35]#[N:36])=[N:28][C:29](Cl)=[CH:30][C:31]=1[NH:32][CH3:33].P([O-])([O-])([O-])=O.[K+].[K+].[K+].C1(P(C2CCCCC2)C2CCCCC2)CCCCC1, predict the reaction product. The product is: [NH2:25][C:26]1[C:27]([C:35]#[N:36])=[N:28][C:29]([C:9]2[CH:19]=[CH:18][C:12]([O:13][CH2:14][CH2:15][CH2:16][OH:17])=[C:11]([C:20]([F:21])([F:22])[F:23])[CH:10]=2)=[CH:30][C:31]=1[NH:32][CH3:33]. (6) Given the reactants [N+:1]([C:4]1[CH:5]=[CH:6][C:7]2[NH:12][CH2:11][CH2:10][S:9][C:8]=2[CH:13]=1)([O-:3])=[O:2].Cl.Cl[CH2:16][CH2:17][N:18]1[CH2:22][CH2:21][CH2:20][CH2:19]1, predict the reaction product. The product is: [NH3:1].[N+:1]([C:4]1[CH:5]=[CH:6][C:7]2[N:12]([CH2:16][CH2:17][N:18]3[CH2:22][CH2:21][CH2:20][CH2:19]3)[CH2:11][CH2:10][S:9][C:8]=2[CH:13]=1)([O-:3])=[O:2]. (7) Given the reactants [CH2:1]([Mg]Br)[CH:2]=[CH2:3].[CH2:6]([C:8]1([CH2:17][CH3:18])[CH2:13][C:12]([CH3:15])([CH3:14])[CH2:11][C:10](=[O:16])[CH2:9]1)[CH3:7].[NH4+].[Cl-], predict the reaction product. The product is: [CH2:3]([C:10]1([OH:16])[CH2:11][C:12]([CH3:14])([CH3:15])[CH2:13][C:8]([CH2:6][CH3:7])([CH2:17][CH3:18])[CH2:9]1)[CH:2]=[CH2:1]. (8) The product is: [CH3:45][O:44][C:37]1[C:38]2[O:42][CH2:41][CH2:40][C:39]=2[CH:43]=[C:35]([CH:21]([NH:22][C:23]2[CH:28]=[CH:27][C:26]([C:29]3[N:33]=[C:32]([CH3:34])[O:31][N:30]=3)=[CH:25][CH:24]=2)[C:20]2[NH:19][C:18](=[O:17])[N:1]([C:3]3[N:8]=[CH:7][CH:6]=[CH:5][N:4]=3)[N:2]=2)[CH:36]=1. Given the reactants [NH:1]([C:3]1[N:8]=[CH:7][CH:6]=[CH:5][N:4]=1)[NH2:2].C(N(CC)CC)C.C[O:17][C:18](=O)[N:19]=[C:20](SC)[C:21]([C:35]1[CH:36]=[C:37]([O:44][CH3:45])[C:38]2[O:42][CH2:41][CH2:40][C:39]=2[CH:43]=1)=[N:22][C:23]1[CH:28]=[CH:27][C:26]([C:29]2[N:33]=[C:32]([CH3:34])[O:31][N:30]=2)=[CH:25][CH:24]=1, predict the reaction product. (9) Given the reactants Cl.Cl.[CH2:3]([O:10][C:11]1[CH:20]=[C:19]2[C:14]([C:15]([NH:26][CH2:27][CH:28]3[CH2:33][CH2:32][O:31][CH2:30][CH2:29]3)=[C:16]([NH:21][C:22](=O)[CH2:23][CH3:24])[CH:17]=[N:18]2)=[CH:13][CH:12]=1)[C:4]1[CH:9]=[CH:8][CH:7]=[CH:6][CH:5]=1.C(=O)([O-])[O-].[K+].[K+], predict the reaction product. The product is: [CH2:3]([O:10][C:11]1[CH:12]=[CH:13][C:14]2[C:15]3[N:26]([CH2:27][CH:28]4[CH2:33][CH2:32][O:31][CH2:30][CH2:29]4)[C:22]([CH2:23][CH3:24])=[N:21][C:16]=3[CH:17]=[N:18][C:19]=2[CH:20]=1)[C:4]1[CH:5]=[CH:6][CH:7]=[CH:8][CH:9]=1.